Dataset: Full USPTO retrosynthesis dataset with 1.9M reactions from patents (1976-2016). Task: Predict the reactants needed to synthesize the given product. Given the product [OH:1][C:2]1([C:8]2[N:13]=[C:12]([CH2:14][NH2:15])[CH:11]=[CH:10][CH:9]=2)[CH2:3][CH2:4][O:5][CH2:6][CH2:7]1, predict the reactants needed to synthesize it. The reactants are: [OH:1][C:2]1([C:8]2[N:13]=[C:12]([C:14]#[N:15])[CH:11]=[CH:10][CH:9]=2)[CH2:7][CH2:6][O:5][CH2:4][CH2:3]1.Cl.CO.